From a dataset of Reaction yield outcomes from USPTO patents with 853,638 reactions. Predict the reaction yield, written as a fraction of the theoretical maximum amount of product (1.0 means a 100% yield; for example, 0.34 means a 34% yield). (1) The reactants are I[C:2]1[C:10]2[C:5](=[CH:6][N:7]=[C:8]([C:11]3[CH:12]=[N:13][CH:14]=[CH:15][CH:16]=3)[CH:9]=2)[N:4]([CH2:17][O:18][CH2:19][CH2:20][Si:21]([CH3:24])([CH3:23])[CH3:22])[N:3]=1.[CH3:25][Sn:26]([CH3:32])([CH3:31])[Sn:26]([CH3:32])([CH3:31])[CH3:25].[Li+].[Cl-]. The catalyst is C1COCC1. The product is [N:13]1[CH:14]=[CH:15][CH:16]=[C:11]([C:8]2[CH:9]=[C:10]3[C:2]([Sn:26]([CH3:32])([CH3:31])[CH3:25])=[N:3][N:4]([CH2:17][O:18][CH2:19][CH2:20][Si:21]([CH3:24])([CH3:23])[CH3:22])[C:5]3=[CH:6][N:7]=2)[CH:12]=1. The yield is 0.870. (2) The reactants are Cl[C:2]1[N:3]=[C:4]([O:29][CH:30]2[CH2:33][CH2:32][CH2:31]2)[C:5]2[C:10]([C:11]3[CH:20]=[CH:19][C:14]([C:15]([NH:17][CH3:18])=[O:16])=[CH:13][CH:12]=3)=[CH:9][N:8]([CH2:21][O:22][CH2:23][CH2:24][Si:25]([CH3:28])([CH3:27])[CH3:26])[C:6]=2[N:7]=1.[CH3:34][N:35]1[CH:39]=[C:38]([NH2:40])[C:37]([CH3:41])=[N:36]1.C1(P(C2CCCCC2)C2C=CC=CC=2C2C(OC(C)C)=CC=CC=2OC(C)C)CCCCC1. The catalyst is O1CCOCC1. The product is [CH:30]1([O:29][C:4]2[C:5]3[C:10]([C:11]4[CH:20]=[CH:19][C:14]([C:15]([NH:17][CH3:18])=[O:16])=[CH:13][CH:12]=4)=[CH:9][N:8]([CH2:21][O:22][CH2:23][CH2:24][Si:25]([CH3:28])([CH3:27])[CH3:26])[C:6]=3[N:7]=[C:2]([NH:40][C:38]3[C:37]([CH3:41])=[N:36][N:35]([CH3:34])[CH:39]=3)[N:3]=2)[CH2:33][CH2:32][CH2:31]1. The yield is 0.370. (3) The reactants are [CH3:1][NH:2][C:3]1[CH:8]=[CH:7][N:6]=[C:5]([NH2:9])[CH:4]=1.Br[CH2:11][C:12]([C:14]1[CH:19]=[CH:18][C:17]([OH:20])=[C:16]([O:21][CH3:22])[CH:15]=1)=O. No catalyst specified. The product is [CH3:22][O:21][C:16]1[CH:15]=[C:14]([C:12]2[N:9]=[C:5]3[CH:4]=[C:3]([NH:2][CH3:1])[CH:8]=[CH:7][N:6]3[CH:11]=2)[CH:19]=[CH:18][C:17]=1[OH:20]. The yield is 0.540. (4) The reactants are C[Si](C)(C)[O:3][C:4]1[CH2:9][CH2:8][N:7]([C:10]([O:12][C:13]([CH3:16])([CH3:15])[CH3:14])=[O:11])[CH2:6][CH:5]=1.[B-](F)(F)(F)[F:20].[B-](F)(F)(F)F.C1[N+]2(CCl)CC[N+](F)(CC2)C1. The catalyst is C(#N)C.C(OCC)(=O)C. The product is [F:20][CH:9]1[C:4](=[O:3])[CH2:5][CH2:6][N:7]([C:10]([O:12][C:13]([CH3:16])([CH3:15])[CH3:14])=[O:11])[CH2:8]1. The yield is 0.880. (5) The reactants are [NH2:1][C:2]1[N:7]=[CH:6][C:5]([C:8]2[CH:13]=[CH:12][C:11]([C:14]34[CH2:21][CH2:20][C:17]([CH2:22][C:23]([O:25]C)=[O:24])([CH2:18][CH2:19]3)[O:16][CH2:15]4)=[CH:10][CH:9]=2)=[CH:4][N:3]=1.[C:27](N1C=CC=CC1=O)(N1C=CC=CC1=O)=[S:28].[CH:43]1([C:47]([NH:49][NH2:50])=O)[CH2:46][CH2:45][CH2:44]1. The catalyst is ClCCl. The product is [CH:43]1([C:47]2[S:28][C:27]([NH:1][C:2]3[N:7]=[CH:6][C:5]([C:8]4[CH:9]=[CH:10][C:11]([C:14]56[CH2:21][CH2:20][C:17]([CH2:22][C:23]([OH:25])=[O:24])([CH2:18][CH2:19]5)[O:16][CH2:15]6)=[CH:12][CH:13]=4)=[CH:4][N:3]=3)=[N:50][N:49]=2)[CH2:46][CH2:45][CH2:44]1. The yield is 0.830. (6) The reactants are [F:1][C:2]([F:14])([O:6][C:7]1[CH:8]=[C:9]([CH3:13])[CH:10]=[CH:11][CH:12]=1)[CH:3]([F:5])[F:4].[Br:15]N1C(=O)CCC1=O. The catalyst is C(Cl)(Cl)(Cl)Cl.N(C(C)(C)C#N)=NC(C)(C)C#N. The product is [F:1][C:2]([F:14])([O:6][C:7]1[CH:8]=[C:9]([CH2:13][Br:15])[CH:10]=[CH:11][CH:12]=1)[CH:3]([F:4])[F:5]. The yield is 0.960. (7) The reactants are [CH3:1][C@@:2]1([CH2:8][CH2:9][C:10]2[N:11]([CH3:16])[C:12](I)=[CH:13][CH:14]=2)[CH2:6][O:5][C:4](=[O:7])[NH:3]1.[CH:17]1([CH2:23][CH2:24][O:25][C:26]2[CH:27]=[C:28](B3OC(C)(C)C(C)(C)O3)[CH:29]=[CH:30][CH:31]=2)[CH2:22][CH2:21][CH2:20][CH2:19][CH2:18]1.C(=O)([O-])[O-].[Cs+].[Cs+].C(COC)OC. The catalyst is O. The product is [CH3:1][C@@:2]1([CH2:8][CH2:9][C:10]2([C:30]3[CH:29]=[CH:28][CH:27]=[C:26]([O:25][CH2:24][CH2:23][CH:17]4[CH2:22][CH2:21][CH2:20][CH2:19][CH2:18]4)[CH:31]=3)[CH2:14][CH:13]=[CH:12][N:11]2[CH3:16])[CH2:6][O:5][C:4](=[O:7])[NH:3]1. The yield is 0.110.